This data is from Forward reaction prediction with 1.9M reactions from USPTO patents (1976-2016). The task is: Predict the product of the given reaction. Given the reactants [CH2:1]([O:8][C:9]1[C:14]([Cl:15])=[CH:13][C:12]([C:16]([N:18]2[C:27]3[C:22](=[CH:23][CH:24]=[CH:25][CH:26]=3)[NH:21][CH2:20][CH2:19]2)=[O:17])=[CH:11][C:10]=1[Cl:28])[C:2]1[CH:7]=[CH:6][CH:5]=[CH:4][CH:3]=1.[C:29](=O)([O-])[O-].[K+].[K+].IC.O, predict the reaction product. The product is: [CH2:1]([O:8][C:9]1[C:10]([Cl:28])=[CH:11][C:12]([C:16]([N:18]2[C:27]3[C:22](=[CH:23][CH:24]=[CH:25][CH:26]=3)[N:21]([CH3:29])[CH2:20][CH2:19]2)=[O:17])=[CH:13][C:14]=1[Cl:15])[C:2]1[CH:7]=[CH:6][CH:5]=[CH:4][CH:3]=1.